Dataset: NCI-60 drug combinations with 297,098 pairs across 59 cell lines. Task: Regression. Given two drug SMILES strings and cell line genomic features, predict the synergy score measuring deviation from expected non-interaction effect. Drug 1: CC1C(C(CC(O1)OC2CC(CC3=C2C(=C4C(=C3O)C(=O)C5=C(C4=O)C(=CC=C5)OC)O)(C(=O)CO)O)N)O.Cl. Cell line: SK-MEL-28. Drug 2: CC1C(C(CC(O1)OC2CC(CC3=C2C(=C4C(=C3O)C(=O)C5=C(C4=O)C(=CC=C5)OC)O)(C(=O)C)O)N)O.Cl. Synergy scores: CSS=4.41, Synergy_ZIP=-6.14, Synergy_Bliss=-6.71, Synergy_Loewe=-5.46, Synergy_HSA=-4.99.